From a dataset of NCI-60 drug combinations with 297,098 pairs across 59 cell lines. Regression. Given two drug SMILES strings and cell line genomic features, predict the synergy score measuring deviation from expected non-interaction effect. (1) Drug 1: COC1=NC(=NC2=C1N=CN2C3C(C(C(O3)CO)O)O)N. Drug 2: CCN(CC)CCCC(C)NC1=C2C=C(C=CC2=NC3=C1C=CC(=C3)Cl)OC. Cell line: PC-3. Synergy scores: CSS=8.25, Synergy_ZIP=-6.25, Synergy_Bliss=-2.34, Synergy_Loewe=-23.5, Synergy_HSA=-3.86. (2) Drug 2: C1CCC(C(C1)N)N.C(=O)(C(=O)[O-])[O-].[Pt+4]. Synergy scores: CSS=0.718, Synergy_ZIP=-1.66, Synergy_Bliss=-1.30, Synergy_Loewe=-16.0, Synergy_HSA=-4.76. Drug 1: CN(C)C1=NC(=NC(=N1)N(C)C)N(C)C. Cell line: HCT-15. (3) Drug 1: CC1=C2C(C(=O)C3(C(CC4C(C3C(C(C2(C)C)(CC1OC(=O)C(C(C5=CC=CC=C5)NC(=O)C6=CC=CC=C6)O)O)OC(=O)C7=CC=CC=C7)(CO4)OC(=O)C)O)C)OC(=O)C. Drug 2: C1=NNC2=C1C(=O)NC=N2. Cell line: KM12. Synergy scores: CSS=53.5, Synergy_ZIP=-4.90, Synergy_Bliss=-13.4, Synergy_Loewe=-54.2, Synergy_HSA=-11.4. (4) Drug 1: CCN(CC)CCNC(=O)C1=C(NC(=C1C)C=C2C3=C(C=CC(=C3)F)NC2=O)C. Drug 2: CC1CCCC2(C(O2)CC(NC(=O)CC(C(C(=O)C(C1O)C)(C)C)O)C(=CC3=CSC(=N3)C)C)C. Cell line: HOP-62. Synergy scores: CSS=48.6, Synergy_ZIP=4.77, Synergy_Bliss=3.77, Synergy_Loewe=-13.4, Synergy_HSA=5.38. (5) Drug 1: CC1CCC2CC(C(=CC=CC=CC(CC(C(=O)C(C(C(=CC(C(=O)CC(OC(=O)C3CCCCN3C(=O)C(=O)C1(O2)O)C(C)CC4CCC(C(C4)OC)OCCO)C)C)O)OC)C)C)C)OC. Drug 2: C1CCC(C(C1)N)N.C(=O)(C(=O)[O-])[O-].[Pt+4]. Cell line: NCI/ADR-RES. Synergy scores: CSS=21.2, Synergy_ZIP=-5.13, Synergy_Bliss=-0.521, Synergy_Loewe=1.81, Synergy_HSA=2.03.